Dataset: Catalyst prediction with 721,799 reactions and 888 catalyst types from USPTO. Task: Predict which catalyst facilitates the given reaction. (1) The catalyst class is: 3. Product: [Cl:14][C:15]1[CH:16]=[C:17]([CH:20]=[C:21]([O:23][C:24]2[C:29](=[O:30])[N:28]([CH2:2][C:3]3[C:8]4[N:9]=[CH:10][CH:11]=[CH:12][C:7]=4[C:6](=[O:13])[NH:5][N:4]=3)[CH:27]=[N:26][C:25]=2[C:31]([F:32])([F:33])[F:34])[CH:22]=1)[C:18]#[N:19]. Reactant: Br[CH2:2][C:3]1[C:8]2[N:9]=[CH:10][CH:11]=[CH:12][C:7]=2[C:6](=[O:13])[NH:5][N:4]=1.[Cl:14][C:15]1[CH:16]=[C:17]([CH:20]=[C:21]([O:23][C:24]2[C:29](=[O:30])[NH:28][CH:27]=[N:26][C:25]=2[C:31]([F:34])([F:33])[F:32])[CH:22]=1)[C:18]#[N:19].C(=O)([O-])[O-].[K+].[K+]. (2) Reactant: [Cl:1][C:2]1[CH:10]=[CH:9][C:8]([C:11]2[CH:15]=[N:14][NH:13][N:12]=2)=[CH:7][C:3]=1[C:4]([OH:6])=O.ON1C2C=CC=CC=2N=N1.CN(C)CCCN=C=NCC.Cl.[NH2:38][CH2:39][C:40]1([OH:47])[CH2:46][CH2:45][CH2:44][CH2:43][CH2:42][CH2:41]1.C(=O)([O-])[O-]. Product: [Cl:1][C:2]1[CH:10]=[CH:9][C:8]([C:11]2[CH:15]=[N:14][NH:13][N:12]=2)=[CH:7][C:3]=1[C:4]([NH:38][CH2:39][C:40]1([OH:47])[CH2:46][CH2:45][CH2:44][CH2:43][CH2:42][CH2:41]1)=[O:6]. The catalyst class is: 3. (3) Reactant: [CH3:1][O:2][C:3]1[CH:17]=[CH:16][CH:15]=[CH:14][C:4]=1[O:5][C:6]1[CH:7]=[C:8]([CH:11]=[CH:12][CH:13]=1)[CH2:9][NH2:10].[NH2:18][C:19]1[N:27]=[CH:26][CH:25]=[CH:24][C:20]=1[C:21](O)=[O:22].ON1C2C=CC=CC=2N=N1.CCN=C=NCCCN(C)C.C(=O)(O)[O-].[Na+]. Product: [CH3:1][O:2][C:3]1[CH:17]=[CH:16][CH:15]=[CH:14][C:4]=1[O:5][C:6]1[CH:7]=[C:8]([CH2:9][NH:10][C:21](=[O:22])[C:20]2[CH:24]=[CH:25][CH:26]=[N:27][C:19]=2[NH2:18])[CH:11]=[CH:12][CH:13]=1. The catalyst class is: 3. (4) Reactant: [C:1]([O-:4])(=[O:3])C.[O:5]=[C:6]1[C@@H:9]([NH3+:10])[CH2:8][NH:7]1.CCN(C(C)C)C(C)C.[CH2:20]([O:23][C:24]1[CH:29]=[CH:28][C:27]([C:30]2C=CN(C([O-])=O)C(=O)C=2C)=[CH:26][CH:25]=1)[CH2:21][CH3:22]. Product: [O:5]=[C:6]1[C@@H:9]([NH:10][C:1](=[O:3])[O:4][CH2:30][C:27]2[CH:28]=[CH:29][C:24]([O:23][CH2:20][CH2:21][CH3:22])=[CH:25][CH:26]=2)[CH2:8][NH:7]1. The catalyst class is: 2. (5) Reactant: F[C:2]1[C:11]2[C:6](=[CH:7][CH:8]=[CH:9][CH:10]=2)[C:5]([S:12]([C:15]2[CH:20]=[CH:19][CH:18]=[CH:17][CH:16]=2)(=[O:14])=[O:13])=[CH:4][CH:3]=1.[C:21](=O)([O-])[O-].[K+].[K+].C[C@H:28]1[CH2:33][NH:32][C@@H:31]([CH3:34])[CH2:30][NH:29]1. Product: [CH3:34][C@H:31]1[NH:32][C@@H:33]([CH3:21])[CH2:28][N:29]([C:2]2[C:11]3[C:6](=[CH:7][CH:8]=[CH:9][CH:10]=3)[C:5]([S:12]([C:15]3[CH:20]=[CH:19][CH:18]=[CH:17][CH:16]=3)(=[O:14])=[O:13])=[CH:4][CH:3]=2)[CH2:30]1. The catalyst class is: 10.